Dataset: Full USPTO retrosynthesis dataset with 1.9M reactions from patents (1976-2016). Task: Predict the reactants needed to synthesize the given product. (1) Given the product [CH2:61]([NH:63][C:34]1[C:33]([C:44]2[N:49]=[C:48]3[C:50]([CH3:58])=[CH:51][N:52]([C@@H:53]([CH3:57])[CH2:54][O:55][CH3:56])[C:47]3=[CH:46][C:45]=2[O:59][CH3:60])=[CH:32][CH:31]=[C:30]([CH:27]([CH3:29])[CH3:28])[N:35]=1)[CH3:62], predict the reactants needed to synthesize it. The reactants are: CC1C2=NC(C3C(NCC)=NC(C(C)C)=CC=3)=C(C)C=C2N(CCC)C=1.[CH:27]([C:30]1[N:35]=[C:34](OS(C(F)(F)F)(=O)=O)[C:33]([C:44]2[N:49]=[C:48]3[C:50]([CH3:58])=[CH:51][N:52]([C@@H:53]([CH3:57])[CH2:54][O:55][CH3:56])[C:47]3=[CH:46][C:45]=2[O:59][CH3:60])=[CH:32][CH:31]=1)([CH3:29])[CH3:28].[CH2:61]([NH2:63])[CH3:62]. (2) Given the product [NH2:13][CH2:12][CH2:11][CH2:10][N:9]1[C:3]2[CH:2]=[CH:7][C:6]([Cl:8])=[CH:5][C:4]=2[C:24]2[N:25]=[CH:26][N:27]([CH3:28])[C:23]=2[C:21]1=[O:22].[C:35]([OH:41])([C:37]([F:40])([F:39])[F:38])=[O:36], predict the reactants needed to synthesize it. The reactants are: Br[C:2]1[CH:7]=[C:6]([Cl:8])[CH:5]=[CH:4][C:3]=1[N:9]([C:21]([C:23]1[N:27]([CH3:28])[CH:26]=[N:25][CH:24]=1)=[O:22])[CH2:10][CH2:11][CH2:12][NH:13]C(=O)OC(C)(C)C.C(=O)([O-])[O-].[Na+].[Na+].[C:35]([OH:41])([C:37]([F:40])([F:39])[F:38])=[O:36]. (3) Given the product [CH3:23][O:24][C:25]1[CH:30]=[CH:29][C:28]([C:7]2[N:11]([CH3:12])[N:10]=[C:9]([CH3:13])[C:8]=2[CH3:14])=[CH:27][C:26]=1[CH2:40][CH2:41][N:42]([CH3:44])[CH3:43], predict the reactants needed to synthesize it. The reactants are: FC(F)(F)S(O[C:7]1[N:11]([CH3:12])[N:10]=[C:9]([CH3:13])[C:8]=1[CH3:14])(=O)=O.C([O-])([O-])=O.[K+].[K+].[CH3:23][O:24][C:25]1[CH:30]=[CH:29][C:28](B2OC(C)(C)C(C)(C)O2)=[CH:27][C:26]=1[CH2:40][CH2:41][N:42]([CH3:44])[CH3:43]. (4) Given the product [CH2:1]([N:8]1[C:12](=[O:13])[C:11](=[CH:14][N:15]([CH3:23])[C:16]2[CH:17]=[CH:18][C:19]([O:22][CH2:34][CH2:33][O:32][CH3:31])=[CH:20][CH:21]=2)[S:10][C:9]1=[S:24])[C:2]1[CH:3]=[CH:4][CH:5]=[CH:6][CH:7]=1, predict the reactants needed to synthesize it. The reactants are: [CH2:1]([N:8]1[C:12](=[O:13])[C:11](=[CH:14][N:15]([CH3:23])[C:16]2[CH:21]=[CH:20][C:19]([OH:22])=[CH:18][CH:17]=2)[S:10][C:9]1=[S:24])[C:2]1[CH:7]=[CH:6][CH:5]=[CH:4][CH:3]=1.C([O-])([O-])=O.[K+].[K+].[CH3:31][O:32][CH2:33][CH2:34]Br. (5) Given the product [Cl:1][C:2]1[CH:3]=[CH:4][C:5]2[N:6]([CH:8]=[C:9]([C:11]3[C:12](=[O:14])[O:13][C:18]4[C:19]([C:22]=3[CH3:23])=[CH:20][CH:21]=[C:16]([F:15])[CH:17]=4)[N:10]=2)[CH:7]=1, predict the reactants needed to synthesize it. The reactants are: [Cl:1][C:2]1[CH:3]=[CH:4][C:5]2[N:6]([CH:8]=[C:9]([CH2:11][C:12]([OH:14])=[O:13])[N:10]=2)[CH:7]=1.[F:15][C:16]1[CH:21]=[CH:20][C:19]([C:22](=O)[CH3:23])=[C:18](O)[CH:17]=1.Cl.CN(C)CCCN=C=NCC.C(N(CC)CC)C. (6) Given the product [CH3:23][S:24]([CH2:2][CH2:3][CH2:4][CH2:5][C:6]([O:8][CH2:9][C:10]1[CH:15]=[CH:14][CH:13]=[CH:12][CH:11]=1)=[O:7])(=[O:26])=[O:25], predict the reactants needed to synthesize it. The reactants are: O[CH2:2][CH2:3][CH2:4][CH2:5][C:6]([O:8][CH2:9][C:10]1[CH:15]=[CH:14][CH:13]=[CH:12][CH:11]=1)=[O:7].C(N(CC)CC)C.[CH3:23][S:24](Cl)(=[O:26])=[O:25]. (7) The reactants are: C[O:2][C:3](=[O:12])[C:4]1[CH:9]=[CH:8][C:7]([C:10]#[N:11])=[CH:6][CH:5]=1.[N-:13]=[N+:14]=[N-:15].[Na+].Cl.C(N(CC)CC)C.O. Given the product [NH:13]1[C:10]([C:7]2[CH:8]=[CH:9][C:4]([C:3]([OH:2])=[O:12])=[CH:5][CH:6]=2)=[N:11][N:15]=[N:14]1, predict the reactants needed to synthesize it. (8) Given the product [C:1]([O:5][C:6](=[O:7])[NH:8][C@@H:9]([C:16]1[CH:21]=[CH:20][CH:19]=[C:18]([Cl:22])[C:17]=1[F:23])[CH2:10][N:34]([CH3:35])[CH3:33])([CH3:4])([CH3:3])[CH3:2], predict the reactants needed to synthesize it. The reactants are: [C:1]([O:5][C:6]([NH:8][C@@H:9]([C:16]1[CH:21]=[CH:20][CH:19]=[C:18]([Cl:22])[C:17]=1[F:23])[CH2:10]OS(C)(=O)=O)=[O:7])([CH3:4])([CH3:3])[CH3:2].CCO.CCOC(C)=O.[CH3:33][NH:34][CH3:35]. (9) Given the product [Cl:14][C:15]1[S:23][C:22]2[CH2:21][CH2:20][N:19]([C:11]([C:9]3[CH:10]=[C:5]4[N:4]=[CH:3][C:2]([Cl:1])=[CH:7][N:6]4[N:8]=3)=[O:13])[N:18]([CH3:24])[C:17]=2[CH:16]=1, predict the reactants needed to synthesize it. The reactants are: [Cl:1][C:2]1[CH:3]=[N:4][C:5]2[N:6]([N:8]=[C:9]([C:11]([OH:13])=O)[CH:10]=2)[CH:7]=1.[Cl:14][C:15]1[S:23][C:22]2[CH2:21][CH2:20][NH:19][N:18]([CH3:24])[C:17]=2[CH:16]=1.